This data is from Full USPTO retrosynthesis dataset with 1.9M reactions from patents (1976-2016). The task is: Predict the reactants needed to synthesize the given product. (1) Given the product [Br:11][C:12]1[CH:13]=[CH:14][C:15]([OH:20])=[C:16]([C:17]2[NH:1][N:2]=[C:3]([C:5]3[CH:10]=[CH:9][CH:8]=[CH:7][N:6]=3)[N:4]=2)[CH:19]=1, predict the reactants needed to synthesize it. The reactants are: [NH2:1][NH:2][C:3]([C:5]1[CH:10]=[CH:9][CH:8]=[CH:7][N:6]=1)=[NH:4].[Br:11][C:12]1[CH:13]=[CH:14][C:15]([OH:20])=[C:16]([CH:19]=1)[CH:17]=O. (2) Given the product [CH3:16][O:17][C:18]1[CH:23]=[CH:22][C:21]([S:24]([NH:15][CH2:14][CH2:13][C:4]2[C:5]([O:11][CH3:12])=[CH:6][C:7]([O:9][CH3:10])=[CH:8][C:3]=2[O:2][CH3:1])(=[O:25])=[O:26])=[CH:20][C:19]=1[N+:28]([O-:30])=[O:29], predict the reactants needed to synthesize it. The reactants are: [CH3:1][O:2][C:3]1[CH:8]=[C:7]([O:9][CH3:10])[CH:6]=[C:5]([O:11][CH3:12])[C:4]=1[CH2:13][CH2:14][NH2:15].[CH3:16][O:17][C:18]1[CH:23]=[CH:22][C:21]([S:24](Cl)(=[O:26])=[O:25])=[CH:20][C:19]=1[N+:28]([O-:30])=[O:29]. (3) Given the product [N:26]1[N:27]([C:31]2[CH:32]=[C:33]([NH:34][C:2]3[C:11]4=[N:12][NH:13][CH:14]=[C:10]4[C:9]4[CH:8]=[C:7]([O:24][CH3:25])[CH:6]=[CH:5][C:4]=4[N:3]=3)[CH:35]=[CH:36][CH:37]=2)[N:28]=[CH:29][CH:30]=1, predict the reactants needed to synthesize it. The reactants are: Cl[C:2]1[C:11]2=[N:12][N:13](CC3C=CC(OC)=CC=3)[CH:14]=[C:10]2[C:9]2[CH:8]=[C:7]([O:24][CH3:25])[CH:6]=[CH:5][C:4]=2[N:3]=1.[N:26]1[N:27]([C:31]2[CH:32]=[C:33]([CH:35]=[CH:36][CH:37]=2)[NH2:34])[N:28]=[CH:29][CH:30]=1.Cl.